This data is from Catalyst prediction with 721,799 reactions and 888 catalyst types from USPTO. The task is: Predict which catalyst facilitates the given reaction. (1) Reactant: [CH2:1]([C:4]1[C:12]2[O:11][N:10]=[C:9]([C:13]([F:16])([F:15])[F:14])[C:8]=2[CH:7]=[CH:6][C:5]=1[O:17][CH2:18][CH2:19][CH:20](OCCCBr)[NH:21][CH3:22])[CH2:2][CH3:3].[CH:28]([N:31]=[C:32]=[O:33])([CH3:30])[CH3:29]. Product: [CH:28]([NH:31][C:32](=[O:33])[N:21]([CH3:22])[CH2:20][CH2:19][CH2:18][O:17][C:5]1[CH:6]=[CH:7][C:8]2[C:9]([C:13]([F:16])([F:15])[F:14])=[N:10][O:11][C:12]=2[C:4]=1[CH2:1][CH2:2][CH3:3])([CH3:30])[CH3:29]. The catalyst class is: 17. (2) Reactant: [Si]([O:18][CH:19]1[CH2:22][N:21]([C:23]2[S:24][CH:25]=[C:26]([C:28](=[O:54])[NH:29][C@H:30]([CH2:35][O:36][Si](C(C)(C)C)(C3C=CC=CC=3)C3C=CC=CC=3)[C@@H:31]([CH3:34])[CH2:32][CH3:33])[N:27]=2)[CH2:20]1)(C(C)(C)C)(C1C=CC=CC=1)C1C=CC=CC=1.[F-].C([N+](CCCC)(CCCC)CCCC)CCC. Product: [OH:18][CH:19]1[CH2:22][N:21]([C:23]2[S:24][CH:25]=[C:26]([C:28](=[O:54])[NH:29][C@H:30]([CH2:35][OH:36])[C@@H:31]([CH3:34])[CH2:32][CH3:33])[N:27]=2)[CH2:20]1. The catalyst class is: 7.